This data is from Full USPTO retrosynthesis dataset with 1.9M reactions from patents (1976-2016). The task is: Predict the reactants needed to synthesize the given product. (1) Given the product [CH3:1][O:2][C:3](=[O:22])[CH2:4][C:5]1[CH:10]=[C:9]([Br:11])[C:8]([O:12][C:13]2[CH:18]=[CH:17][C:16]3[O:19][C:29]([C:23]4[CH:28]=[CH:27][CH:26]=[CH:25][CH:24]=4)=[CH:30][C:15]=3[CH:14]=2)=[C:7]([Br:21])[CH:6]=1, predict the reactants needed to synthesize it. The reactants are: [CH3:1][O:2][C:3](=[O:22])[CH2:4][C:5]1[CH:10]=[C:9]([Br:11])[C:8]([O:12][C:13]2[CH:18]=[CH:17][C:16]([OH:19])=[C:15](I)[CH:14]=2)=[C:7]([Br:21])[CH:6]=1.[C:23]1([C:29]#[CH:30])[CH:28]=[CH:27][CH:26]=[CH:25][CH:24]=1.C(N(CC)CC)C. (2) Given the product [F:1][C:2]1[CH:23]=[CH:22][CH:21]=[C:20]([F:24])[C:3]=1[CH2:4][O:5][C:6]1[C:7]2[N:8]([C:13]([C:17]([NH2:27])=[O:19])=[C:14]([CH3:16])[N:15]=2)[CH:9]=[C:10]([CH3:12])[CH:11]=1, predict the reactants needed to synthesize it. The reactants are: [F:1][C:2]1[CH:23]=[CH:22][CH:21]=[C:20]([F:24])[C:3]=1[CH2:4][O:5][C:6]1[C:7]2[N:8]([C:13]([C:17]([OH:19])=O)=[C:14]([CH3:16])[N:15]=2)[CH:9]=[C:10]([CH3:12])[CH:11]=1.Cl.C[N:27](C)CCCN=C=NCC.O.ON1C2C=CC=CC=2N=N1.[Cl-].[NH4+].C(N(CC)C(C)C)(C)C. (3) Given the product [Br:1][C:2]1[CH:3]=[C:4]([F:13])[CH:5]=[C:6]2[C:11]=1[N:10]([OH:16])[CH2:9][N:8]=[CH:7]2, predict the reactants needed to synthesize it. The reactants are: [Br:1][C:2]1[CH:3]=[C:4]([F:13])[CH:5]=[C:6]2[C:11]=1[N:10]=[C:9](O)[N:8]=[CH:7]2.NC(N)=[O:16]. (4) Given the product [CH2:32]([O:28][C:25]1[CH:24]=[CH:23][C:22]([O:21][CH:14]([C:11]2[CH:12]=[CH:13][C:8]([C:7]([NH:6][CH2:5][CH2:4][C:3]([OH:2])=[O:30])=[O:29])=[CH:9][CH:10]=2)[CH2:15][CH2:16][CH2:17][CH2:18][CH2:19][CH3:20])=[CH:27][CH:26]=1)[CH2:33][CH2:34][CH2:35][CH3:36], predict the reactants needed to synthesize it. The reactants are: C[O:2][C:3](=[O:30])[CH2:4][CH2:5][NH:6][C:7](=[O:29])[C:8]1[CH:13]=[CH:12][C:11]([CH:14]([O:21][C:22]2[CH:27]=[CH:26][C:25]([OH:28])=[CH:24][CH:23]=2)[CH2:15][CH2:16][CH2:17][CH2:18][CH2:19][CH3:20])=[CH:10][CH:9]=1.Br[CH2:32][CH2:33][CH2:34][CH2:35][CH3:36]. (5) The reactants are: C(OC(=O)[NH:7][C:8]1[CH:13]=[C:12]([CH3:14])[C:11]([Cl:15])=[CH:10][C:9]=1[NH:16][C:17](=[O:33])[CH2:18][C:19](=O)[C:20]1[CH:25]=[CH:24][CH:23]=[C:22]([C:26]2[CH:31]=[N:30][CH:29]=[CH:28][N:27]=2)[CH:21]=1)(C)(C)C.C(O)(C(F)(F)F)=O. Given the product [Cl:15][C:11]1[C:12]([CH3:14])=[CH:13][C:8]2[N:7]=[C:19]([C:20]3[CH:25]=[CH:24][CH:23]=[C:22]([C:26]4[CH:31]=[N:30][CH:29]=[CH:28][N:27]=4)[CH:21]=3)[CH2:18][C:17](=[O:33])[NH:16][C:9]=2[CH:10]=1, predict the reactants needed to synthesize it. (6) Given the product [CH:1]1([C:5]2[CH:10]=[CH:9][C:8]([C:18]3[CH:19]=[C:20]4[N:26]=[CH:25][NH:24][C:21]4=[N:22][CH:23]=3)=[C:7]([F:14])[C:6]=2[O:15][CH3:16])[CH2:4][CH2:3][CH2:2]1, predict the reactants needed to synthesize it. The reactants are: [CH:1]1([C:5]2[CH:10]=[CH:9][C:8](B(O)O)=[C:7]([F:14])[C:6]=2[O:15][CH3:16])[CH2:4][CH2:3][CH2:2]1.Br[C:18]1[CH:19]=[C:20]2[N:26]=[CH:25][NH:24][C:21]2=[N:22][CH:23]=1. (7) Given the product [CH3:27][O:26][C:23]1[CH:24]=[CH:25][C:20]([CH2:19][N:16]2[CH2:17][C:18]3[C:9]([O:8][C:5]4[CH:4]=[CH:3][C:2]([NH:1][C:42]([C:38]5[C:37](=[O:45])[C:36]([C:33]6[CH:34]=[CH:35][C:30]([F:29])=[CH:31][CH:32]=6)=[CH:41][NH:40][CH:39]=5)=[O:43])=[N:7][CH:6]=4)=[CH:10][CH:11]=[N:12][C:13]=3[NH:14][C:15]2=[O:28])=[CH:21][CH:22]=1, predict the reactants needed to synthesize it. The reactants are: [NH2:1][C:2]1[N:7]=[CH:6][C:5]([O:8][C:9]2[C:18]3[CH2:17][N:16]([CH2:19][C:20]4[CH:25]=[CH:24][C:23]([O:26][CH3:27])=[CH:22][CH:21]=4)[C:15](=[O:28])[NH:14][C:13]=3[N:12]=[CH:11][CH:10]=2)=[CH:4][CH:3]=1.[F:29][C:30]1[CH:35]=[CH:34][C:33]([C:36]2[C:37](=[O:45])[C:38]([C:42](O)=[O:43])=[CH:39][NH:40][CH:41]=2)=[CH:32][CH:31]=1.C(N(CC)C(C)C)(C)C. (8) Given the product [Cl:1][C:2]1[CH:3]=[C:4]([C:12]2[O:16][N:15]=[C:14]([C:17]3[CH:18]=[CH:19][CH:20]=[C:21]4[C:25]=3[N:24]([CH3:26])[CH:23]=[C:22]4[CH2:27][CH:28]=[O:29])[N:13]=2)[CH:5]=[CH:6][C:7]=1[O:8][CH:9]([CH3:10])[CH3:11], predict the reactants needed to synthesize it. The reactants are: [Cl:1][C:2]1[CH:3]=[C:4]([C:12]2[O:16][N:15]=[C:14]([C:17]3[CH:18]=[CH:19][CH:20]=[C:21]4[C:25]=3[N:24]([CH3:26])[CH:23]=[C:22]4/[CH:27]=[CH:28]/[O:29]C)[N:13]=2)[CH:5]=[CH:6][C:7]=1[O:8][CH:9]([CH3:11])[CH3:10].Cl. (9) Given the product [N:1]1([CH:2]2[CH2:16][CH:5]3[CH2:6][N:7]([C:9]([O:11][C:12]([CH3:13])([CH3:15])[CH3:14])=[O:10])[CH2:8][CH:4]3[CH2:3]2)[CH:21]=[N:19][N:18]=[N:17]1, predict the reactants needed to synthesize it. The reactants are: [NH2:1][CH:2]1[CH2:16][CH:5]2[CH2:6][N:7]([C:9]([O:11][C:12]([CH3:15])([CH3:14])[CH3:13])=[O:10])[CH2:8][CH:4]2[CH2:3]1.[N-:17]=[N+:18]=[N-:19].[Na+].[C:21](O)(=O)C. (10) Given the product [Cl:21][C:10]1[N:11]=[CH:12][N:13]([C:14]2[CH:19]=[CH:18][C:17]([Cl:20])=[CH:16][CH:15]=2)[C:9]=1[C:4]1[C:3]([F:22])=[C:2]([CH:7]=[CH:6][C:5]=1[F:8])[C:23]#[N:24], predict the reactants needed to synthesize it. The reactants are: Br[C:2]1[C:3]([F:22])=[C:4]([C:9]2[N:13]([C:14]3[CH:19]=[CH:18][C:17]([Cl:20])=[CH:16][CH:15]=3)[CH:12]=[N:11][C:10]=2[Cl:21])[C:5]([F:8])=[CH:6][CH:7]=1.[CH3:23][N:24](C)CCN(C)C.